Task: Predict the product of the given reaction.. Dataset: Forward reaction prediction with 1.9M reactions from USPTO patents (1976-2016) Given the reactants [CH3:1][N:2]1[C:10]2[C:5](=[CH:6][CH:7]=[C:8](N)[CH:9]=2)[CH:4]=[N:3]1.N([O-])=O.[Na+].[I-:16].[K+], predict the reaction product. The product is: [I:16][C:8]1[CH:9]=[C:10]2[C:5]([CH:4]=[N:3][N:2]2[CH3:1])=[CH:6][CH:7]=1.